Dataset: HIV replication inhibition screening data with 41,000+ compounds from the AIDS Antiviral Screen. Task: Binary Classification. Given a drug SMILES string, predict its activity (active/inactive) in a high-throughput screening assay against a specified biological target. (1) The compound is COc1ccc(N2C(=O)C3C=CC(n4[nH]c(=O)n(Cc5ccccc5)c4=O)CC3C2=O)cc1. The result is 0 (inactive). (2) The compound is COc1cccc2c1[OH+][Cu-3]1(O)[O+]=C(c3ccccc3O)[N-][N+]1=C2. The result is 0 (inactive). (3) The drug is Cc1cc(S(=O)(=O)Nc2nnc3c4ccccc4ccn23)c(S)cc1Cl. The result is 1 (active).